Dataset: Reaction yield outcomes from USPTO patents with 853,638 reactions. Task: Predict the reaction yield, written as a fraction of the theoretical maximum amount of product (1.0 means a 100% yield; for example, 0.34 means a 34% yield). (1) The reactants are [CH3:1][O:2][CH2:3][CH2:4][NH2:5].O=[C:7]1[CH2:12][CH2:11][N:10]([C:13]([O:15][CH2:16][C:17]2[CH:22]=[CH:21][CH:20]=[CH:19][CH:18]=2)=[O:14])[CH2:9][CH2:8]1.[BH4-].[Na+]. The catalyst is CO.C1COCC1.C(=O)([O-])[O-].[Na+].[Na+]. The product is [CH3:1][O:2][CH2:3][CH2:4][NH:5][CH:7]1[CH2:12][CH2:11][N:10]([C:13]([O:15][CH2:16][C:17]2[CH:18]=[CH:19][CH:20]=[CH:21][CH:22]=2)=[O:14])[CH2:9][CH2:8]1. The yield is 0.890. (2) The catalyst is C(O)C.C(Cl)(Cl)Cl.C(N(CC)CC)C. The reactants are [CH3:1][O:2][CH2:3][CH2:4][N:5]([CH2:10][C@H:11]1[CH2:16][CH2:15][C@H:14]([C:17]([O:19]C)=O)[CH2:13][CH2:12]1)[C:6]([CH3:9])([CH3:8])[CH3:7].[OH-].[Na+].Cl.Cl.Cl.[Cl:26][C:27]1[N:32]=[C:31]2[N:33]([CH2:36][C:37]3[CH:42]=[CH:41][CH:40]=[C:39]([O:43][CH2:44][CH3:45])[CH:38]=3)[N:34]=[CH:35][C:30]2=[C:29]([N:46]2[CH2:51][CH2:50][NH:49][CH2:48][CH2:47]2)[N:28]=1.ON1C2C=CC=CC=2N=N1.C(N=C=NCCCN(C)C)C.C(=O)([O-])O.[Na+]. The product is [Cl:26][C:27]1[N:32]=[C:31]2[N:33]([CH2:36][C:37]3[CH:42]=[CH:41][CH:40]=[C:39]([O:43][CH2:44][CH3:45])[CH:38]=3)[N:34]=[CH:35][C:30]2=[C:29]([N:46]2[CH2:47][CH2:48][N:49]([C:17]([C@H:14]3[CH2:13][CH2:12][C@H:11]([CH2:10][N:5]([CH2:4][CH2:3][O:2][CH3:1])[C:6]([CH3:7])([CH3:8])[CH3:9])[CH2:16][CH2:15]3)=[O:19])[CH2:50][CH2:51]2)[N:28]=1. The yield is 0.810. (3) The reactants are [CH3:1][O:2][C:3]([C:5]1[C:10]2[O:11][C:12]3[C:17]([C:18]([O:20][CH3:21])=[O:19])=[CH:16][CH:15]=[CH:14][C:13]=3[C:9]=2[C:8]([OH:22])=[CH:7][CH:6]=1)=[O:4].[F:23][C:24]([F:37])([F:36])[S:25](O[S:25]([C:24]([F:37])([F:36])[F:23])(=[O:27])=[O:26])(=[O:27])=[O:26]. The catalyst is N1C=CC=CC=1. The product is [CH3:1][O:2][C:3]([C:5]1[C:10]2[O:11][C:12]3[C:17]([C:18]([O:20][CH3:21])=[O:19])=[CH:16][CH:15]=[CH:14][C:13]=3[C:9]=2[C:8]([O:22][S:25]([C:24]([F:37])([F:36])[F:23])(=[O:27])=[O:26])=[CH:7][CH:6]=1)=[O:4]. The yield is 0.920.